From a dataset of Full USPTO retrosynthesis dataset with 1.9M reactions from patents (1976-2016). Predict the reactants needed to synthesize the given product. (1) Given the product [C@@H:6]1([O:24][C:25]2[C:29]([CH2:30][C:31]3[CH:32]=[CH:33][C:34]([CH2:37][CH2:38][CH2:39][C:40](=[O:48])[NH:41][C:42]([C:45](=[O:47])[NH:58][C:53]([CH2:56][OH:57])([CH2:54][OH:55])[CH2:52][OH:59])([CH3:44])[CH3:43])=[CH:35][CH:36]=3)=[C:28]([CH:49]([CH3:50])[CH3:51])[NH:27][N:26]=2)[O:7][C@H:8]([CH2:19][OH:20])[C@@H:9]([OH:15])[C@H:10]([OH:11])[C@H:5]1[OH:4], predict the reactants needed to synthesize it. The reactants are: C([O:4][C@@H:5]1[C@@H:10]([O:11]C(=O)C)[C@H:9]([O:15]C(=O)C)[C@@H:8]([CH2:19][O:20]C(=O)C)[O:7][C@H:6]1[O:24][C:25]1[C:29]([CH2:30][C:31]2[CH:36]=[CH:35][C:34]([CH2:37][CH2:38][CH2:39][C:40](=[O:48])[NH:41][C:42]([C:45]([OH:47])=O)([CH3:44])[CH3:43])=[CH:33][CH:32]=2)=[C:28]([CH:49]([CH3:51])[CH3:50])[NH:27][N:26]=1)(=O)C.[CH2:52]([OH:59])[C:53]([NH2:58])([CH2:56][OH:57])[CH2:54][OH:55].OCCN1CCNCC1. (2) Given the product [OH:38][P:8]([CH2:10][CH2:11][NH:12][CH2:13][C:14]([CH3:37])=[CH:15][CH2:16][C:17]1[C:18]([OH:30])=[C:19]2[C:23](=[C:24]([CH3:28])[C:25]=1[O:26][CH3:27])[CH2:22][O:21][C:20]2=[O:29])([O:7][CH:5]([CH3:6])[C:4]([OH:39])=[O:3])=[O:9], predict the reactants needed to synthesize it. The reactants are: C([O:3][C:4](=[O:39])[CH:5]([O:7][P:8]([OH:38])([CH2:10][CH2:11][NH:12][CH2:13][C:14]([CH3:37])=[CH:15][CH2:16][C:17]1[C:18]([O:30]CC[Si](C)(C)C)=[C:19]2[C:23](=[C:24]([CH3:28])[C:25]=1[O:26][CH3:27])[CH2:22][O:21][C:20]2=[O:29])=[O:9])[CH3:6])C. (3) Given the product [N:38]1[CH:39]=[CH:40][C:35]([O:1][CH:2]2[CH2:3][CH2:4][N:5]([C:8]([O:10][C:11]([CH3:14])([CH3:13])[CH3:12])=[O:9])[CH2:6][CH2:7]2)=[CH:36][CH:37]=1, predict the reactants needed to synthesize it. The reactants are: [OH:1][CH:2]1[CH2:7][CH2:6][N:5]([C:8]([O:10][C:11]([CH3:14])([CH3:13])[CH3:12])=[O:9])[CH2:4][CH2:3]1.C1(P(C2C=CC=CC=2)C2C=CC=CC=2)C=CC=CC=1.O[C:35]1[CH:40]=[CH:39][N:38]=[CH:37][CH:36]=1.N(C(OC(C)C)=O)=NC(OC(C)C)=O.C(=O)(O)[O-].[Na+]. (4) The reactants are: [CH:1]1([NH:4][C:5](=[O:32])[C:6]2[CH:11]=[CH:10][C:9]([CH3:12])=[C:8]([N:13]3[CH:18]=[CH:17][N:16]=[C:15]([NH:19][C:20]4([C:23]5[CH:28]=[C:27]([F:29])[CH:26]=[CH:25][C:24]=5[OH:30])[CH2:22][CH2:21]4)[C:14]3=[O:31])[CH:7]=2)[CH2:3][CH2:2]1.Br[CH2:34][CH2:35][Cl:36].C(=O)([O-])[O-].[Cs+].[Cs+]. Given the product [Cl:36][CH2:35][CH2:34][O:30][C:24]1[CH:25]=[CH:26][C:27]([F:29])=[CH:28][C:23]=1[C:20]1([NH:19][C:15]2[C:14](=[O:31])[N:13]([C:8]3[CH:7]=[C:6]([CH:11]=[CH:10][C:9]=3[CH3:12])[C:5]([NH:4][CH:1]3[CH2:3][CH2:2]3)=[O:32])[CH:18]=[CH:17][N:16]=2)[CH2:22][CH2:21]1, predict the reactants needed to synthesize it.